Task: Predict the reactants needed to synthesize the given product.. Dataset: Full USPTO retrosynthesis dataset with 1.9M reactions from patents (1976-2016) (1) Given the product [O:13]1[CH2:18][CH2:17][CH2:16][CH2:15][CH:14]1[N:8]1[C:4]([N+:1]([O-:3])=[O:2])=[CH:5][C:6]([C:9]([O:11][CH3:12])=[O:10])=[N:7]1, predict the reactants needed to synthesize it. The reactants are: [N+:1]([C:4]1[NH:8][N:7]=[C:6]([C:9]([O:11][CH3:12])=[O:10])[CH:5]=1)([O-:3])=[O:2].[O:13]1[CH:18]=[CH:17][CH2:16][CH2:15][CH2:14]1.FC(F)(F)C(O)=O. (2) Given the product [CH2:18]([O:1][C:2]1[CH:9]=[CH:8][C:5]([C:6]#[N:7])=[CH:4][C:3]=1[O:10][CH3:11])[C:19]1[CH:24]=[CH:23][CH:22]=[CH:21][CH:20]=1, predict the reactants needed to synthesize it. The reactants are: [OH:1][C:2]1[CH:9]=[CH:8][C:5]([C:6]#[N:7])=[CH:4][C:3]=1[O:10][CH3:11].C([O-])([O-])=O.[K+].[K+].[CH2:18](Cl)[C:19]1[CH:24]=[CH:23][CH:22]=[CH:21][CH:20]=1.